From a dataset of CYP2C9 inhibition data for predicting drug metabolism from PubChem BioAssay. Regression/Classification. Given a drug SMILES string, predict its absorption, distribution, metabolism, or excretion properties. Task type varies by dataset: regression for continuous measurements (e.g., permeability, clearance, half-life) or binary classification for categorical outcomes (e.g., BBB penetration, CYP inhibition). Dataset: cyp2c9_veith. (1) The result is 1 (inhibitor). The molecule is Cc1cc(/C=N\NC(=O)c2cccs2)c(C)n1-c1ccc2ncccc2c1. (2) The molecule is Cc1sc(NC(=O)/C=C/c2ccc(C(C)C)cc2)c(C#N)c1C. The result is 0 (non-inhibitor). (3) The drug is COC(=O)c1ccc(/C=N\NC(=O)c2ccc(C)cc2Cl)cc1. The result is 1 (inhibitor). (4) The molecule is CN1CCN([C@@H](c2ccccc2)c2ccc(Cl)cc2)CC1. The result is 0 (non-inhibitor).